Task: Predict the product of the given reaction.. Dataset: Forward reaction prediction with 1.9M reactions from USPTO patents (1976-2016) (1) Given the reactants [F:1][C:2]([F:31])([F:30])[C:3]1[CH:4]=[C:5]([NH:9][C:10]([N:12]2[C:20]3[C:15](=[CH:16][C:17]([O:21][C:22]4[CH:27]=[C:26]([CH2:28][OH:29])[N:25]=[CH:24][N:23]=4)=[CH:18][CH:19]=3)[CH:14]=[CH:13]2)=[O:11])[CH:6]=[CH:7][CH:8]=1, predict the reaction product. The product is: [F:30][C:2]([F:1])([F:31])[C:3]1[CH:4]=[C:5]([NH:9][C:10]([N:12]2[C:20]3[C:15](=[CH:16][C:17]([O:21][C:22]4[CH:27]=[C:26]([CH:28]=[O:29])[N:25]=[CH:24][N:23]=4)=[CH:18][CH:19]=3)[CH:14]=[CH:13]2)=[O:11])[CH:6]=[CH:7][CH:8]=1. (2) Given the reactants Cl[CH2:2][CH2:3][O:4][C:5]1[CH:14]=[C:13]2[C:8]([C:9]([NH:15][C:16]3[CH:21]=[CH:20][C:19]([O:22][CH2:23][C:24]4[CH:29]=[CH:28][CH:27]=[C:26]([F:30])[CH:25]=4)=[C:18]([Cl:31])[CH:17]=3)=[N:10][CH:11]=[N:12]2)=[C:7]([O:32][CH:33]2[CH2:37][CH2:36][O:35][CH2:34]2)[CH:6]=1.[CH3:38][O:39][CH2:40][CH2:41][NH:42][CH3:43], predict the reaction product. The product is: [Cl:31][C:18]1[CH:17]=[C:16]([CH:21]=[CH:20][C:19]=1[O:22][CH2:23][C:24]1[CH:29]=[CH:28][CH:27]=[C:26]([F:30])[CH:25]=1)[NH:15][C:9]1[C:8]2[C:13](=[CH:14][C:5]([O:4][CH2:3][CH2:2][N:42]([CH2:41][CH2:40][O:39][CH3:38])[CH3:43])=[CH:6][C:7]=2[O:32][CH:33]2[CH2:37][CH2:36][O:35][CH2:34]2)[N:12]=[CH:11][N:10]=1. (3) The product is: [Cl:1][C:2]1[CH:17]=[CH:16][C:15]([Cl:18])=[CH:14][C:3]=1[O:4][C:5]1[CH:6]=[CH:7][N:8]=[CH:9][C:10]=1[C:11]([N:52]1[C:61]2[C:56](=[CH:57][CH:58]=[CH:59][CH:60]=2)[CH2:55][CH2:54][CH2:53]1)=[O:13]. Given the reactants [Cl:1][C:2]1[CH:17]=[CH:16][C:15]([Cl:18])=[CH:14][C:3]=1[O:4][C:5]1[C:10]([C:11]([OH:13])=O)=[CH:9][N:8]=[CH:7][CH:6]=1.F[P-](F)(F)(F)(F)F.N1(OC(N(C)C)=[N+](C)C)C2N=CC=CC=2N=N1.C(N(CC)C(C)C)(C)C.[NH:52]1[C:61]2[C:56](=[CH:57][CH:58]=[CH:59][CH:60]=2)[CH2:55][CH2:54][CH2:53]1, predict the reaction product. (4) Given the reactants [CH2:1]([C:8]1[CH:24]=[CH:23][C:11]2[S:12][C:13]([C:16]3[CH:21]=[CH:20][N:19]=[C:18]([NH2:22])[N:17]=3)=[C:14]([CH3:15])[C:10]=2[CH:9]=1)[C:2]1[CH:7]=[CH:6][CH:5]=[CH:4][CH:3]=1.[Br-].[CH3:26][O:27]C1C=C(C=CC=1)C[Zn+].[Br-].C([Zn+])C1C=CC=CC=1, predict the reaction product. The product is: [CH3:26][O:27][C:6]1[CH:7]=[C:2]([CH:3]=[CH:4][CH:5]=1)[CH2:1][C:8]1[CH:24]=[CH:23][C:11]2[S:12][C:13]([C:16]3[CH:21]=[CH:20][N:19]=[C:18]([NH2:22])[N:17]=3)=[C:14]([CH3:15])[C:10]=2[CH:9]=1. (5) Given the reactants [Cl:1][C:2]1[CH:10]=[C:9]2[C:5]([CH:6]=[C:7]([CH2:11][CH2:12][CH2:13][CH2:14][CH2:15][CH3:16])[NH:8]2)=[CH:4][CH:3]=1.CC(C)([O-])C.[K+].Cl[C:24](=[O:33])[CH2:25][C@@H:26]([CH3:32])[CH2:27][C:28]([O:30][CH3:31])=[O:29].[Cl-].[NH4+], predict the reaction product. The product is: [CH3:31][O:30][C:28](=[O:29])[CH2:27][C@H:26]([CH3:32])[CH2:25][C:24]([N:8]1[C:9]2[C:5](=[CH:4][CH:3]=[C:2]([Cl:1])[CH:10]=2)[CH:6]=[C:7]1[CH2:11][CH2:12][CH2:13][CH2:14][CH2:15][CH3:16])=[O:33]. (6) Given the reactants [CH3:1][C:2]1[N:3]=[CH:4][C:5]([C:8]([OH:10])=O)=[N:6][CH:7]=1.CN(C(ON1N=NC2C=CC=NC1=2)=[N+](C)C)C.F[P-](F)(F)(F)(F)F.[CH:35]1[C:43]2[N:42]3[C:44]([C@@H:47]4[C@H:51]([CH3:52])[CH2:50][C@H:49]([NH2:53])[CH2:48]4)=[CH:45][N:46]=[C:41]3[CH:40]=[N:39][C:38]=2[NH:37][CH:36]=1, predict the reaction product. The product is: [CH:35]1[C:43]2[N:42]3[C:44]([C@@H:47]4[C@H:51]([CH3:52])[CH2:50][C@H:49]([NH:53][C:8]([C:5]5[CH:4]=[N:3][C:2]([CH3:1])=[CH:7][N:6]=5)=[O:10])[CH2:48]4)=[CH:45][N:46]=[C:41]3[CH:40]=[N:39][C:38]=2[NH:37][CH:36]=1.